From a dataset of Full USPTO retrosynthesis dataset with 1.9M reactions from patents (1976-2016). Predict the reactants needed to synthesize the given product. (1) Given the product [F:36][C:15]1[CH:16]=[C:17]2[C:12](=[N:13][CH:14]=1)[CH2:11][CH2:10][C:9]([CH3:37])([CH3:38])[NH:8][C:32](=[O:34])[C:31]1=[C:25]3[N:24]=[C:23]([CH:28]=[CH:27][N:26]3[N:29]=[CH:30]1)[N:19]1[C@@H:18]2[CH2:22][CH2:21][CH2:20]1, predict the reactants needed to synthesize it. The reactants are: C(OC([NH:8][C:9]([CH3:38])([CH3:37])[CH2:10][CH2:11][C:12]1[C:17]([C@H:18]2[CH2:22][CH2:21][CH2:20][N:19]2[C:23]2[CH:28]=[CH:27][N:26]3[N:29]=[CH:30][C:31]([C:32]([O:34]C)=O)=[C:25]3[N:24]=2)=[CH:16][C:15]([F:36])=[CH:14][N:13]=1)=O)(C)(C)C.[OH-].[Li+].C1C=CC2N(O)N=NC=2C=1.O.CCN=C=NCCCN(C)C.C(N(CC)CC)C. (2) Given the product [C:26]([O:25][C:24]([NH:1][CH:2]([CH2:6][CH:7]([CH3:12])[C:8]([F:9])([F:10])[F:11])[C:3]([O:5][CH2:22][CH3:23])=[O:4])=[O:30])([CH3:29])([CH3:28])[CH3:27], predict the reactants needed to synthesize it. The reactants are: [NH2:1][CH:2]([CH2:6][CH:7]([CH3:12])[C:8]([F:11])([F:10])[F:9])[C:3]([OH:5])=[O:4].Cl.C(O)C.C(N([CH2:22][CH3:23])CC)C.[C:24](=O)([O:30]C(C)(C)C)[O:25][C:26]([CH3:29])([CH3:28])[CH3:27].